Dataset: Catalyst prediction with 721,799 reactions and 888 catalyst types from USPTO. Task: Predict which catalyst facilitates the given reaction. (1) Reactant: [CH:1]1([C:5]2[O:9][N:8]=[C:7]([C:10]3[C:15]([Cl:16])=[CH:14][N:13]=[CH:12][C:11]=3[Cl:17])[C:6]=2[CH2:18][O:19][C:20]2[CH:25]=[CH:24][C:23]([C:26]3[CH:35]=[C:34]4[C:29]([CH:30]=[C:31]([C:36]([O:38]C)=[O:37])[N:32]=[CH:33]4)=[CH:28][CH:27]=3)=[CH:22][CH:21]=2)[CH2:4][CH2:3][CH2:2]1.O1CCCC1.[OH-].[Na+].Cl. Product: [CH:1]1([C:5]2[O:9][N:8]=[C:7]([C:10]3[C:11]([Cl:17])=[CH:12][N:13]=[CH:14][C:15]=3[Cl:16])[C:6]=2[CH2:18][O:19][C:20]2[CH:25]=[CH:24][C:23]([C:26]3[CH:35]=[C:34]4[C:29]([CH:30]=[C:31]([C:36]([OH:38])=[O:37])[N:32]=[CH:33]4)=[CH:28][CH:27]=3)=[CH:22][CH:21]=2)[CH2:2][CH2:3][CH2:4]1. The catalyst class is: 5. (2) Reactant: [CH:1]1[C:10]2[C:5](=[CH:6][C:7]([NH:11][C:12](=[O:39])[CH:13]([C:23]3[CH:28]=[CH:27][C:26]([O:29][CH2:30][C:31](=[O:38])[C:32]4[CH:37]=[CH:36][CH:35]=[CH:34][CH:33]=4)=[CH:25][CH:24]=3)[CH2:14][NH:15]C(=O)OC(C)(C)C)=[CH:8][CH:9]=2)[CH:4]=[CH:3][N:2]=1.[ClH:40]. Product: [ClH:40].[ClH:40].[NH2:15][CH2:14][CH:13]([C:23]1[CH:28]=[CH:27][C:26]([O:29][CH2:30][C:31](=[O:38])[C:32]2[CH:37]=[CH:36][CH:35]=[CH:34][CH:33]=2)=[CH:25][CH:24]=1)[C:12]([NH:11][C:7]1[CH:6]=[C:5]2[C:10](=[CH:9][CH:8]=1)[CH:1]=[N:2][CH:3]=[CH:4]2)=[O:39]. The catalyst class is: 2. (3) Reactant: C([CH:3]([C:9]([N:11]=[N+:12]=[N-:13])=[O:10])[C:4]([N:6]=[N+:7]=[N-:8])=[O:5])C.II.N12CCCN=C1CCCCC2. Product: [C:9]([N:11]=[N+:12]=[N-:13])(=[O:10])[CH2:3][C:4]([N:6]=[N+:7]=[N-:8])=[O:5]. The catalyst class is: 11. (4) Reactant: [F:1][C:2]1[C:3]([CH3:16])=[C:4]([C@@:8]23[CH2:14][C@@H:11]([CH2:12][CH2:13]2)[O:10][C:9]3=[O:15])[CH:5]=[CH:6][CH:7]=1.Cl.[CH3:18][OH:19]. Product: [CH3:18][O:19][C:9]([C@:8]1([C:4]2[CH:5]=[CH:6][CH:7]=[C:2]([F:1])[C:3]=2[CH3:16])[CH2:13][CH2:12][C@H:11]([OH:10])[CH2:14]1)=[O:15]. The catalyst class is: 12. (5) Reactant: Br[C:2]1[C:3]2[N:4]([N:18]=[CH:19][N:20]=2)[CH:5]=[C:6]([C:8]2[CH:17]=[CH:16][C:11]([C:12]([O:14][CH3:15])=[O:13])=[CH:10][CH:9]=2)[CH:7]=1.[CH3:21][CH:22]1[CH2:26][CH2:25][CH2:24][N:23]1[C:27]1[N:32]=[C:31]([NH2:33])[CH:30]=[CH:29][CH:28]=1.C1C=CC(P(C2C(C3C(P(C4C=CC=CC=4)C4C=CC=CC=4)=CC=C4C=3C=CC=C4)=C3C(C=CC=C3)=CC=2)C2C=CC=CC=2)=CC=1.C([O-])([O-])=O.[Cs+].[Cs+]. Product: [CH3:21][CH:22]1[CH2:26][CH2:25][CH2:24][N:23]1[C:27]1[N:32]=[C:31]([NH:33][C:2]2[C:3]3[N:4]([N:18]=[CH:19][N:20]=3)[CH:5]=[C:6]([C:8]3[CH:17]=[CH:16][C:11]([C:12]([O:14][CH3:15])=[O:13])=[CH:10][CH:9]=3)[CH:7]=2)[CH:30]=[CH:29][CH:28]=1. The catalyst class is: 62. (6) Reactant: [Cl:1][C:2]1[CH:40]=[CH:39][C:5]([CH2:6][N:7]2[C:15]3[C:10](=[CH:11][CH:12]=[CH:13][CH:14]=3)[C:9]([C:16]([C:18]3[N:19](COCC[Si](C)(C)C)[CH:20]=[C:21]([CH2:23][NH:24][C:25]4[CH:26]=[N:27][CH:28]=[CH:29][CH:30]=4)[N:22]=3)=[O:17])=[CH:8]2)=[CH:4][CH:3]=1.[OH-].[Na+]. Product: [Cl:1][C:2]1[CH:3]=[CH:4][C:5]([CH2:6][N:7]2[C:15]3[C:10](=[CH:11][CH:12]=[CH:13][CH:14]=3)[C:9]([C:16]([C:18]3[NH:19][CH:20]=[C:21]([CH2:23][NH:24][C:25]4[CH:26]=[N:27][CH:28]=[CH:29][CH:30]=4)[N:22]=3)=[O:17])=[CH:8]2)=[CH:39][CH:40]=1. The catalyst class is: 361. (7) Reactant: [OH2:1].S(=O)(=O)(O)[OH:3].[NH:7]1[C:15]2[C:10](=[CH:11][C:12]([C:16]#N)=[CH:13][CH:14]=2)[CH:9]=[N:8]1. Product: [NH:7]1[C:15]2[C:10](=[CH:11][C:12]([C:16]([OH:3])=[O:1])=[CH:13][CH:14]=2)[CH:9]=[N:8]1. The catalyst class is: 15. (8) Reactant: [N+:1]([C:4]1[CH:5]=[N:6][N:7]([C:9]2([CH2:12][OH:13])[CH2:11][CH2:10]2)[CH:8]=1)([O-])=O. Product: [NH2:1][C:4]1[CH:5]=[N:6][N:7]([C:9]2([CH2:12][OH:13])[CH2:10][CH2:11]2)[CH:8]=1. The catalyst class is: 8. (9) Reactant: Cl[C:2]1[CH:7]=[CH:6][N:5]=[C:4]([NH:8][CH2:9][C:10]2[O:14][N:13]=[C:12]([CH3:15])[CH:11]=2)[N:3]=1.[NH2:16][C:17]1[NH:21][N:20]=[C:19]([C:22]2[S:23][CH:24]=[CH:25][CH:26]=2)[CH:18]=1. Product: [CH3:15][C:12]1[CH:11]=[C:10]([CH2:9][NH:8][C:4]2[N:3]=[C:2]([NH:16][C:17]3[CH:18]=[C:19]([C:22]4[S:23][CH:24]=[CH:25][CH:26]=4)[NH:20][N:21]=3)[CH:7]=[CH:6][N:5]=2)[O:14][N:13]=1. The catalyst class is: 8. (10) Reactant: [F:1][S:2]([F:18])([F:17])([F:16])([F:15])[C:3]1[CH:4]=[C:5]([CH:9]=[C:10]([N+:12]([O-])=O)[CH:11]=1)[C:6]([OH:8])=[O:7].[H][H]. Product: [NH2:12][C:10]1[CH:9]=[C:5]([CH:4]=[C:3]([S:2]([F:18])([F:1])([F:15])([F:16])[F:17])[CH:11]=1)[C:6]([OH:8])=[O:7]. The catalyst class is: 94.